From a dataset of Full USPTO retrosynthesis dataset with 1.9M reactions from patents (1976-2016). Predict the reactants needed to synthesize the given product. (1) Given the product [CH3:22][O:15][C:13](=[O:14])[CH2:12][C:11]1[CH:2]=[C:3]2[C:8](=[CH:9][C:10]=1[F:16])[N:7]=[CH:6][CH:5]=[CH:4]2, predict the reactants needed to synthesize it. The reactants are: F[C:2]1[C:11]([CH2:12][C:13]([OH:15])=[O:14])=[C:10]([F:16])[CH:9]=[C:8]2[C:3]=1[CH:4]=[CH:5][CH:6]=[N:7]2.OS(O)(=O)=O.[CH3:22]O. (2) Given the product [C:1]([OH:15])(=[O:14])[CH2:2][CH2:3][NH:4][C:5](=[O:13])[C@@H:6]([C:8]([CH2:11][OH:12])([CH3:10])[CH3:9])[OH:7], predict the reactants needed to synthesize it. The reactants are: [C:1]([O-:15])(=[O:14])[CH2:2][CH2:3][NH:4][C:5](=[O:13])[C@@H:6]([C:8]([CH2:11][OH:12])([CH3:10])[CH3:9])[OH:7].C1[C@H](N)[C@@H](O[C@H]2O[C@H](CN)[C@@H](O)[C@H](O)[C@H]2O)[C@H](O)[C@@H](O[C@H]2O[C@H](CO)[C@@H](O)[C@H](N)[C@H]2O)[C@@H]1N.N[C@H](C(O)=O)[C@H](CC)C.C[C@]1(O)[C@@H]2C(=C(O)[C@]3(O)C(=O)C(C(N)=O)=C(O)[C@@H](N(C)C)[C@@H]3C2)C(=O)C2C(O)=CC=CC1=2. (3) Given the product [O:21]1[CH2:22][CH2:23][O:24][CH:20]1[C:17]1[CH:18]=[CH:19][C:14]([C:6]2[CH:7]=[CH:8][CH:9]=[C:4]([C:2]([NH2:1])=[O:3])[CH:5]=2)=[CH:15][C:16]=1[C:25]([F:26])([F:27])[F:28], predict the reactants needed to synthesize it. The reactants are: [NH2:1][C:2]([C:4]1[CH:5]=[C:6](B(O)O)[CH:7]=[CH:8][CH:9]=1)=[O:3].I[C:14]1[CH:19]=[CH:18][C:17]([CH:20]2[O:24][CH2:23][CH2:22][O:21]2)=[C:16]([C:25]([F:28])([F:27])[F:26])[CH:15]=1. (4) Given the product [O:11]=[C:6]1[CH2:5][C:4]2[C:8](=[CH:9][CH:10]=[C:2]([NH:1][C:19](=[O:20])[O:21][CH2:22][C:23]([Cl:26])([Cl:25])[Cl:24])[CH:3]=2)[NH:7]1, predict the reactants needed to synthesize it. The reactants are: [NH2:1][C:2]1[CH:3]=[C:4]2[C:8](=[CH:9][CH:10]=1)[NH:7][C:6](=[O:11])[CH2:5]2.N1C=CC=CC=1.Cl[C:19]([O:21][CH2:22][C:23]([Cl:26])([Cl:25])[Cl:24])=[O:20].O. (5) Given the product [F:33][C:27]1[C:28]([F:32])=[CH:29][CH:30]=[CH:31][C:26]=1[C@H:14]1[CH2:13][N:12]2[C:8]([C:38]([OH:34])([CH3:1])[CH2:37][CH3:36])=[CH:9][N:10]=[C:11]2[C@H:17]([NH:18][C:19](=[O:25])[O:20][C:21]([CH3:24])([CH3:23])[CH3:22])[CH2:16][CH2:15]1, predict the reactants needed to synthesize it. The reactants are: [CH2:1]([Mg]Br)C.C([C:8]1[N:12]2[CH2:13][C@H:14]([C:26]3[CH:31]=[CH:30][CH:29]=[C:28]([F:32])[C:27]=3[F:33])[CH2:15][CH2:16][C@@H:17]([NH:18][C:19](=[O:25])[O:20][C:21]([CH3:24])([CH3:23])[CH3:22])[C:11]2=[N:10][CH:9]=1)(=O)C.[O:34]1[CH2:38][CH2:37][CH2:36]C1. (6) Given the product [Cl:37][C:33]1[CH:32]=[C:31]([CH:26]([NH:25][C:3]([C:5]2[N:6]=[C:7]([C:23]#[N:24])[C:8]3[C:13]([C:14]=2[OH:15])=[CH:12][CH:11]=[C:10]([O:16][C:17]2[CH:22]=[CH:21][CH:20]=[CH:19][CH:18]=2)[CH:9]=3)=[O:4])[CH2:27][C:28]([OH:30])=[O:29])[CH:36]=[CH:35][CH:34]=1, predict the reactants needed to synthesize it. The reactants are: CO[C:3]([C:5]1[N:6]=[C:7]([C:23]#[N:24])[C:8]2[C:13]([C:14]=1[OH:15])=[CH:12][CH:11]=[C:10]([O:16][C:17]1[CH:22]=[CH:21][CH:20]=[CH:19][CH:18]=1)[CH:9]=2)=[O:4].[NH2:25][CH:26]([C:31]1[CH:36]=[CH:35][CH:34]=[C:33]([Cl:37])[CH:32]=1)[CH2:27][C:28]([OH:30])=[O:29].C[O-].[Na+].Cl. (7) Given the product [CH:14]([N:13]([C@H:11]1[CH2:10][C@H:9]([C:7]2[S:8][C:4]3[CH:3]=[C:2]([C:26]4[CH:27]=[N:28][C:23]([O:22][CH3:21])=[CH:24][CH:25]=4)[CH:20]=[CH:19][C:5]=3[N:6]=2)[CH2:12]1)[CH3:17])([CH3:18])[CH3:15], predict the reactants needed to synthesize it. The reactants are: Br[C:2]1[CH:20]=[CH:19][C:5]2[N:6]=[C:7]([C@H:9]3[CH2:12][C@H:11]([N:13]4[CH2:17]C[CH2:15][C@H:14]4[CH3:18])[CH2:10]3)[S:8][C:4]=2[CH:3]=1.[CH3:21][O:22][C:23]1[N:28]=[CH:27][C:26](B(O)O)=[CH:25][CH:24]=1.N1C=C(B(O)O)C=NC=1. (8) Given the product [CH2:2]([N:9]1[CH2:13][CH:12]([S:14]([C:16]2[CH:17]=[CH:18][CH:19]=[CH:20][CH:21]=2)=[O:15])[C:11]([C:26]2[CH:31]=[C:30]([Cl:32])[CH:29]=[C:28]([Cl:33])[CH:27]=2)([C:22]([F:23])([F:24])[F:25])[CH2:10]1)[C:3]1[CH:8]=[CH:7][CH:6]=[CH:5][CH:4]=1, predict the reactants needed to synthesize it. The reactants are: [Cl-].[CH2:2]([NH+:9]1[CH2:13][CH:12]([S:14]([C:16]2[CH:21]=[CH:20][CH:19]=[CH:18][CH:17]=2)=[O:15])[C:11]([C:26]2[CH:31]=[C:30]([Cl:32])[CH:29]=[C:28]([Cl:33])[CH:27]=2)([C:22]([F:25])([F:24])[F:23])[CH2:10]1)[C:3]1[CH:8]=[CH:7][CH:6]=[CH:5][CH:4]=1.C(OCC)(=O)C. (9) Given the product [CH3:21][O:22][C:23]1[CH:30]=[CH:29][C:28]([N:31]2[C:35]([C:36]([F:39])([F:37])[F:38])=[N:34][N:33]=[N:32]2)=[CH:27][C:24]=1[CH2:25][NH:1][C@@H:2]1[CH2:7][CH2:6][N:5]([C:8]([O:10][C:11]([CH3:14])([CH3:13])[CH3:12])=[O:9])[CH2:4][C@@H:3]1[C:15]1[CH:16]=[CH:17][CH:18]=[CH:19][CH:20]=1, predict the reactants needed to synthesize it. The reactants are: [NH2:1][C@@H:2]1[CH2:7][CH2:6][N:5]([C:8]([O:10][C:11]([CH3:14])([CH3:13])[CH3:12])=[O:9])[CH2:4][C@@H:3]1[C:15]1[CH:20]=[CH:19][CH:18]=[CH:17][CH:16]=1.[CH3:21][O:22][C:23]1[CH:30]=[CH:29][C:28]([N:31]2[C:35]([C:36]([F:39])([F:38])[F:37])=[N:34][N:33]=[N:32]2)=[CH:27][C:24]=1[CH:25]=O.C(Cl)Cl.O.